This data is from Catalyst prediction with 721,799 reactions and 888 catalyst types from USPTO. The task is: Predict which catalyst facilitates the given reaction. (1) Reactant: [C:1](=[O:19])([S:3][CH2:4][C@H:5]1[CH2:10][CH2:9][C@H:8]([NH:11]C(OC(C)(C)C)=O)[CH2:7][CH2:6]1)[CH3:2].[F:20][C:21]([F:26])([F:25])[C:22]([OH:24])=[O:23]. Product: [F:20][C:21]([F:26])([F:25])[C:22]([OH:24])=[O:23].[NH2:11][C@H:8]1[CH2:7][CH2:6][C@H:5]([CH2:4][SH:3]=[C:1]([OH:19])[CH3:2])[CH2:10][CH2:9]1. The catalyst class is: 2. (2) Reactant: [Cl:1][C:2]1[N:7]=[CH:6][C:5]([CH2:8][N:9]2[C:13]([CH3:14])=[C:12]([C:15]3[CH:20]=[CH:19][C:18]([C:21]#[N:22])=[CH:17][CH:16]=3)[C:11]([C:23]#[N:24])=[C:10]2[CH:25]2[CH2:27][CH2:26]2)=[CH:4][C:3]=1[CH2:28][OH:29].[CH3:30][N:31]([CH3:36])[CH2:32][C:33](O)=[O:34].CCN=C=NCCCN(C)C.CN(C=O)C. Product: [CH3:30][N:31]([CH3:36])[CH2:32][C:33]([O:29][CH2:28][C:3]1[C:2]([Cl:1])=[N:7][CH:6]=[C:5]([CH2:8][N:9]2[C:13]([CH3:14])=[C:12]([C:15]3[CH:20]=[CH:19][C:18]([C:21]#[N:22])=[CH:17][CH:16]=3)[C:11]([C:23]#[N:24])=[C:10]2[CH:25]2[CH2:27][CH2:26]2)[CH:4]=1)=[O:34]. The catalyst class is: 850. (3) Reactant: [OH:1][C:2]1[C:3](=[O:13])[NH:4][CH:5]=[CH:6][C:7]=1[C:8]([O:10]CC)=[O:9].[Li+].[OH-].O. Product: [OH:1][C:2]1[C:3](=[O:13])[NH:4][CH:5]=[CH:6][C:7]=1[C:8]([OH:10])=[O:9]. The catalyst class is: 1.